This data is from Full USPTO retrosynthesis dataset with 1.9M reactions from patents (1976-2016). The task is: Predict the reactants needed to synthesize the given product. (1) Given the product [F:45][C:8]([F:7])([F:44])[C:9]1[CH:10]=[CH:11][C:12](/[CH:15]=[CH:16]/[C:17]2[O:18][CH:19]=[C:20]([CH2:22][O:23][C:24]3[CH:29]=[CH:28][C:27]([CH2:30][CH2:31][CH2:32][CH2:33][N:34]4[CH:38]=[C:37]([CH2:39][OH:40])[N:36]=[N:35]4)=[CH:26][CH:25]=3)[N:21]=2)=[CH:13][CH:14]=1, predict the reactants needed to synthesize it. The reactants are: [H-].[Al+3].[Li+].[H-].[H-].[H-].[F:7][C:8]([F:45])([F:44])[C:9]1[CH:14]=[CH:13][C:12](/[CH:15]=[CH:16]/[C:17]2[O:18][CH:19]=[C:20]([CH2:22][O:23][C:24]3[CH:29]=[CH:28][C:27]([CH2:30][CH2:31][CH2:32][CH2:33][N:34]4[CH:38]=[C:37]([C:39](OCC)=[O:40])[N:36]=[N:35]4)=[CH:26][CH:25]=3)[N:21]=2)=[CH:11][CH:10]=1.C(OCC)C.O. (2) Given the product [F:31][C:32]1[C:33]([N:43]2[CH2:44][CH2:45][N:46]([CH2:49][CH:50]([C:52]3[CH:53]=[CH:54][C:55]4[O:60][CH2:59][C:58](=[O:61])[NH:57][C:56]=4[CH:62]=3)[OH:51])[CH2:47][CH2:48]2)=[C:34]2[C:39](=[CH:40][CH:41]=1)[N:38]=[C:37]([CH3:42])[CH:36]=[CH:35]2, predict the reactants needed to synthesize it. The reactants are: OC(C1C=CC2OCC(=O)N(C)C=2C=1)CN1CC=C(C2C3C(=NC=CC=3)NC=2)CC1.[F:31][C:32]1[C:33]([N:43]2[CH2:48][CH2:47][N:46]([CH2:49][C:50]([C:52]3[CH:53]=[CH:54][C:55]4[O:60][CH2:59][C:58](=[O:61])[NH:57][C:56]=4[CH:62]=3)=[O:51])[CH2:45][CH2:44]2)=[C:34]2[C:39](=[CH:40][CH:41]=1)[N:38]=[C:37]([CH3:42])[CH:36]=[CH:35]2. (3) Given the product [Br:12][C:8]1[CH:7]=[C:6]2[C:11]([C:2]([OH:16])=[C:19]([C:18]([OH:21])=[O:20])[N:4]=[N:5]2)=[CH:10][CH:9]=1, predict the reactants needed to synthesize it. The reactants are: N[C:2]1[C:11]2[C:6](=[CH:7][C:8]([Br:12])=[CH:9][CH:10]=2)[N:5]=[N:4]C=1C(N)=O.[OH-:16].[K+].[C:18]([OH:21])(=[O:20])[CH3:19]. (4) Given the product [F:1][C:2]1[CH:7]=[CH:6][C:5]([C@H:8]([NH:10][C:11]([C@H:13]2[CH2:18][CH2:17][C@H:16]([NH:19][S:20]([C:23]3[CH:24]=[N:25][C:26]([N:30]4[CH:34]=[CH:33][CH:32]=[N:31]4)=[CH:27][CH:28]=3)(=[O:22])=[O:21])[CH2:15][CH2:14]2)=[O:12])[CH3:9])=[CH:4][CH:3]=1, predict the reactants needed to synthesize it. The reactants are: [F:1][C:2]1[CH:7]=[CH:6][C:5]([C@H:8]([NH:10][C:11]([C@H:13]2[CH2:18][CH2:17][C@H:16]([NH:19][S:20]([C:23]3[CH:24]=[N:25][C:26](Cl)=[CH:27][CH:28]=3)(=[O:22])=[O:21])[CH2:15][CH2:14]2)=[O:12])[CH3:9])=[CH:4][CH:3]=1.[NH:30]1[CH:34]=[CH:33][CH:32]=[N:31]1.CC1(C)C2C(=C(P(C3C=CC=CC=3)C3C=CC=CC=3)C=CC=2)OC2C(P(C3C=CC=CC=3)C3C=CC=CC=3)=CC=CC1=2.CC(C)([O-])C.[Na+]. (5) The reactants are: Cl[C:2]1[CH:9]=[CH:8][C:5]([C:6]#[N:7])=[CH:4][C:3]=1[N+:10]([O-:12])=[O:11].[F:13][C:14]([F:20])([F:19])[CH2:15][CH2:16][CH2:17][NH2:18].C(N(CC)CC)C. Given the product [N+:10]([C:3]1[CH:4]=[C:5]([CH:8]=[CH:9][C:2]=1[NH:18][CH2:17][CH2:16][CH2:15][C:14]([F:20])([F:19])[F:13])[C:6]#[N:7])([O-:12])=[O:11], predict the reactants needed to synthesize it.